Dataset: Peptide-MHC class II binding affinity with 134,281 pairs from IEDB. Task: Regression. Given a peptide amino acid sequence and an MHC pseudo amino acid sequence, predict their binding affinity value. This is MHC class II binding data. (1) The peptide sequence is YDKFLANVSYVLTGK. The MHC is DRB1_1001 with pseudo-sequence DRB1_1001. The binding affinity (normalized) is 0.667. (2) The peptide sequence is NLEIDMIVDTISDFR. The MHC is DRB5_0101 with pseudo-sequence DRB5_0101. The binding affinity (normalized) is 0.0881. (3) The peptide sequence is GWNDWENVPFCSHHF. The MHC is DRB3_0101 with pseudo-sequence DRB3_0101. The binding affinity (normalized) is 0.203. (4) The peptide sequence is KPGQPPRLLI. The MHC is DRB1_1101 with pseudo-sequence DRB1_1101. The binding affinity (normalized) is 0. (5) The MHC is DRB1_0901 with pseudo-sequence DRB1_0901. The peptide sequence is RAMFVEDIAMGYVVS. The binding affinity (normalized) is 0.878. (6) The peptide sequence is YVIRAQLHVGAKQEN. The MHC is DRB1_0701 with pseudo-sequence DRB1_0701. The binding affinity (normalized) is 0.266.